From a dataset of Peptide-MHC class II binding affinity with 134,281 pairs from IEDB. Regression. Given a peptide amino acid sequence and an MHC pseudo amino acid sequence, predict their binding affinity value. This is MHC class II binding data. (1) The peptide sequence is LMSSLHLKRYYGRIL. The MHC is DRB1_0101 with pseudo-sequence DRB1_0101. The binding affinity (normalized) is 0.481. (2) The peptide sequence is LLESLSSLGAHLDSD. The MHC is DRB1_1101 with pseudo-sequence DRB1_1101. The binding affinity (normalized) is 0.539. (3) The peptide sequence is EVYEARLTKFKYLAG. The MHC is DRB1_0901 with pseudo-sequence DRB1_0901. The binding affinity (normalized) is 0.488. (4) The peptide sequence is VQLIAAVPGKNVVNV. The MHC is DRB1_0701 with pseudo-sequence DRB1_0701. The binding affinity (normalized) is 0.808. (5) The peptide sequence is KLAFLVQTEPRMLLM. The MHC is DRB1_0404 with pseudo-sequence DRB1_0404. The binding affinity (normalized) is 0.627.